This data is from NCI-60 drug combinations with 297,098 pairs across 59 cell lines. The task is: Regression. Given two drug SMILES strings and cell line genomic features, predict the synergy score measuring deviation from expected non-interaction effect. (1) Drug 1: C1=CC(=CC=C1C#N)C(C2=CC=C(C=C2)C#N)N3C=NC=N3. Drug 2: CC1C(C(=O)NC(C(=O)N2CCCC2C(=O)N(CC(=O)N(C(C(=O)O1)C(C)C)C)C)C(C)C)NC(=O)C3=C4C(=C(C=C3)C)OC5=C(C(=O)C(=C(C5=N4)C(=O)NC6C(OC(=O)C(N(C(=O)CN(C(=O)C7CCCN7C(=O)C(NC6=O)C(C)C)C)C)C(C)C)C)N)C. Cell line: SR. Synergy scores: CSS=67.4, Synergy_ZIP=-4.35, Synergy_Bliss=-9.90, Synergy_Loewe=-37.6, Synergy_HSA=-7.45. (2) Drug 1: C1=CC(=CC=C1CCCC(=O)O)N(CCCl)CCCl. Drug 2: C(CN)CNCCSP(=O)(O)O. Cell line: HS 578T. Synergy scores: CSS=10.0, Synergy_ZIP=-4.33, Synergy_Bliss=-1.49, Synergy_Loewe=-5.37, Synergy_HSA=-2.13.